From a dataset of Peptide-MHC class II binding affinity with 134,281 pairs from IEDB. Regression. Given a peptide amino acid sequence and an MHC pseudo amino acid sequence, predict their binding affinity value. This is MHC class II binding data. (1) The peptide sequence is VFSTHKLSLTKLFSY. The MHC is H-2-IAb with pseudo-sequence H-2-IAb. The binding affinity (normalized) is 0.0484. (2) The peptide sequence is FIRINNLKVKMAQED. The MHC is DRB3_0101 with pseudo-sequence DRB3_0101. The binding affinity (normalized) is 0.0899. (3) The peptide sequence is LKVTGELKSNPYRPN. The MHC is DRB1_0101 with pseudo-sequence DRB1_0101. The binding affinity (normalized) is 0.471. (4) The peptide sequence is KIPKKASEGAVDIIN. The MHC is HLA-DQA10101-DQB10501 with pseudo-sequence HLA-DQA10101-DQB10501. The binding affinity (normalized) is 0.348. (5) The peptide sequence is EKKYTAATQFEPLAA. The MHC is HLA-DPA10201-DPB11401 with pseudo-sequence HLA-DPA10201-DPB11401. The binding affinity (normalized) is 0.627. (6) The peptide sequence is GNQNFLTVFDSTSCN. The MHC is HLA-DPA10103-DPB10301 with pseudo-sequence HLA-DPA10103-DPB10301. The binding affinity (normalized) is 0.160. (7) The peptide sequence is ICDSRVLERYLLEAK. The MHC is DRB1_0405 with pseudo-sequence DRB1_0405. The binding affinity (normalized) is 0.140.